Dataset: Full USPTO retrosynthesis dataset with 1.9M reactions from patents (1976-2016). Task: Predict the reactants needed to synthesize the given product. (1) The reactants are: C[O:2][C:3]([C:5]1[S:9][C:8]([N:10]2[C:14]3[CH:15]=[C:16]([O:21][CH3:22])[C:17]([O:19][CH3:20])=[CH:18][C:13]=3[N:12]=[CH:11]2)=[N:7][C:6]=1Br)=[O:4].[OH:24][CH2:25][C:26]1[CH:27]=[C:28](B(O)O)[CH:29]=[CH:30][CH:31]=1. Given the product [CH3:20][O:19][C:17]1[C:16]([O:21][CH3:22])=[CH:15][C:14]2[N:10]([C:8]3[S:9][C:5]([C:3]([OH:2])=[O:4])=[C:6]([C:30]4[CH:29]=[CH:28][CH:27]=[C:26]([CH2:25][OH:24])[CH:31]=4)[N:7]=3)[CH:11]=[N:12][C:13]=2[CH:18]=1, predict the reactants needed to synthesize it. (2) Given the product [CH3:1][N:2]([C:18]([O:20][CH2:21][CH:22]1[C:23]2[CH:24]=[CH:25][CH:26]=[CH:27][C:28]=2[C:29]2[C:34]1=[CH:33][CH:32]=[CH:31][CH:30]=2)=[O:19])[NH:3][CH3:4], predict the reactants needed to synthesize it. The reactants are: [CH3:1][NH:2][NH:3][CH3:4].Cl.Cl.CCN(CC)CC.CNNC.[C:18](Cl)([O:20][CH2:21][CH:22]1[C:34]2[C:29](=[CH:30][CH:31]=[CH:32][CH:33]=2)[C:28]2[C:23]1=[CH:24][CH:25]=[CH:26][CH:27]=2)=[O:19]. (3) Given the product [F:19][C:4]1[CH:3]=[C:2]([C:34]2[CH:35]=[CH:36][N:32]([Si:31]([CH:43]([CH3:45])[CH3:44])([CH:40]([CH3:42])[CH3:41])[CH:28]([CH3:30])[CH3:29])[CH:33]=2)[C:10]2[O:9][C:8]([C:48](=[O:47])[CH3:49])=[C:7]([CH2:11][C:12]3[CH:17]=[CH:16][CH:15]=[C:14]([F:18])[CH:13]=3)[C:6]=2[CH:5]=1, predict the reactants needed to synthesize it. The reactants are: Br[C:2]1[C:10]2[O:9][CH:8]=[C:7]([CH2:11][C:12]3[CH:17]=[CH:16][CH:15]=[C:14]([F:18])[CH:13]=3)[C:6]=2[CH:5]=[C:4]([F:19])[CH:3]=1.P([O-])([O-])([O-])=O.[K+].[K+].[K+].[CH:28]([Si:31]([CH:43]([CH3:45])[CH3:44])([CH:40]([CH3:42])[CH3:41])[N:32]1[CH:36]=[CH:35][C:34](B(O)O)=[CH:33]1)([CH3:30])[CH3:29].C[O:47][CH2:48][CH2:49]OC. (4) Given the product [Cl:1][C:2]1[C:7]([Cl:8])=[CH:6][CH:5]=[CH:4][C:3]=1[S:9]([NH:12][C:21]1[N:22]=[CH:23][C:24]([S:30][CH2:31][CH2:32][C:33]([O:35][CH3:36])=[O:34])=[N:25][C:26]=1[O:27][CH3:28])(=[O:10])=[O:11], predict the reactants needed to synthesize it. The reactants are: [Cl:1][C:2]1[C:7]([Cl:8])=[CH:6][CH:5]=[CH:4][C:3]=1[S:9]([N:12]([C:21]1[C:26]([O:27][CH3:28])=[N:25][C:24](Cl)=[CH:23][N:22]=1)COCC[Si](C)(C)C)(=[O:11])=[O:10].[SH:30][CH2:31][CH2:32][C:33]([O:35][CH3:36])=[O:34].